Dataset: Forward reaction prediction with 1.9M reactions from USPTO patents (1976-2016). Task: Predict the product of the given reaction. (1) Given the reactants [OH:1][C:2]1[CH:7]=[CH:6][C:5]([CH2:8][C:9]([N:11]([CH3:13])[CH3:12])=[O:10])=[CH:4][CH:3]=1.CC1C=CC(S(O[CH2:25][CH2:26][CH2:27][NH:28][C:29]2[C:30](=[O:46])[N:31]([C:42]([CH3:45])([CH3:44])[CH3:43])[S:32](=[O:41])(=[O:40])[C:33]=2[C:34]2[CH:39]=[CH:38][CH:37]=[CH:36][CH:35]=2)(=O)=O)=CC=1, predict the reaction product. The product is: [C:42]([N:31]1[C:30](=[O:46])[C:29]([NH:28][CH2:27][CH2:26][CH2:25][O:1][C:2]2[CH:3]=[CH:4][C:5]([CH2:8][C:9]([N:11]([CH3:12])[CH3:13])=[O:10])=[CH:6][CH:7]=2)=[C:33]([C:34]2[CH:35]=[CH:36][CH:37]=[CH:38][CH:39]=2)[S:32]1(=[O:40])=[O:41])([CH3:43])([CH3:44])[CH3:45]. (2) Given the reactants [Sn](C)(C)(C)[CH3:2].[CH2:6]([O:8][C:9](=[O:31])[C:10]([O:13][C:14]1[CH:19]=[CH:18][C:17]([O:20][C:21]2[CH:26]=[C:25](I)[CH:24]=[C:23]([C:28]#[N:29])[CH:22]=2)=[CH:16][C:15]=1[CH3:30])([CH3:12])[CH3:11])[CH3:7], predict the reaction product. The product is: [CH2:6]([O:8][C:9](=[O:31])[C:10]([O:13][C:14]1[CH:19]=[CH:18][C:17]([O:20][C:21]2[CH:26]=[C:25]([CH3:2])[CH:24]=[C:23]([C:28]#[N:29])[CH:22]=2)=[CH:16][C:15]=1[CH3:30])([CH3:12])[CH3:11])[CH3:7]. (3) Given the reactants Cl.ClC1C=CC=C[C:4]=1[N:9]1C=NN=[C:10]1C1SC2C3C=CC(N)=CC=3OCCC=2C=1.CCN(C(C)C)C(C)C.ClCC(Cl)=O.Cl[CH2:44][C:45]([NH:47][C:48]1[CH:49]=[CH:50][C:51]2[C:57]3[S:58][C:59]([C:61]4[N:65]([C:66]5[CH:71]=[CH:70][CH:69]=[CH:68][C:67]=5[Cl:72])[CH:64]=[N:63][N:62]=4)=[CH:60][C:56]=3[CH2:55][CH2:54][O:53][C:52]=2[CH:73]=1)=[O:46].Cl.N(C)C.CCN(CC)CC, predict the reaction product. The product is: [Cl:72][C:67]1[CH:68]=[CH:69][CH:70]=[CH:71][C:66]=1[N:65]1[CH:64]=[N:63][N:62]=[C:61]1[C:59]1[S:58][C:57]2[C:51]3[CH:50]=[CH:49][C:48]([NH:47][C:45](=[O:46])[CH2:44][N:9]([CH3:10])[CH3:4])=[CH:73][C:52]=3[O:53][CH2:54][CH2:55][C:56]=2[CH:60]=1.